Task: Predict the reactants needed to synthesize the given product.. Dataset: Full USPTO retrosynthesis dataset with 1.9M reactions from patents (1976-2016) (1) Given the product [C:1]([C@H:5]1[CH2:6][CH2:7][C@H:8]([C:11](=[O:13])[CH3:14])[CH2:9][CH2:10]1)([CH3:2])([CH3:3])[CH3:4], predict the reactants needed to synthesize it. The reactants are: [C:1]([C@H:5]1[CH2:10][CH2:9][C@H:8]([C:11]([OH:13])=O)[CH2:7][CH2:6]1)([CH3:4])([CH3:3])[CH3:2].[CH3:14][Li]. (2) Given the product [N:22]1([C:27]2[CH:32]=[CH:31][C:30]([O:1][CH2:2][C:3]3[CH:4]=[CH:5][C:6]([CH:9]4[CH2:10][CH2:11][N:12]([C:15]([O:17][C:18]([CH3:21])([CH3:20])[CH3:19])=[O:16])[CH2:13][CH2:14]4)=[N:7][CH:8]=3)=[CH:29][CH:28]=2)[CH:26]=[N:25][N:24]=[N:23]1, predict the reactants needed to synthesize it. The reactants are: [OH:1][CH2:2][C:3]1[CH:4]=[CH:5][C:6]([CH:9]2[CH2:14][CH2:13][N:12]([C:15]([O:17][C:18]([CH3:21])([CH3:20])[CH3:19])=[O:16])[CH2:11][CH2:10]2)=[N:7][CH:8]=1.[N:22]1([C:27]2[CH:32]=[CH:31][C:30](O)=[CH:29][CH:28]=2)[CH:26]=[N:25][N:24]=[N:23]1.C1(P(C2C=CC=CC=2)C2C=CC=CC=2)C=CC=CC=1.N(C(OC(C)(C)C)=O)=NC(OC(C)(C)C)=O. (3) Given the product [Cl:3][C:4]1[O:5][C:6]([C:9]2[CH:10]=[C:11]([CH:14]=[CH:15][CH:16]=2)[C:12]([NH2:13])=[O:18])=[CH:7][N:8]=1, predict the reactants needed to synthesize it. The reactants are: OO.[Cl:3][C:4]1[O:5][C:6]([C:9]2[CH:10]=[C:11]([CH:14]=[CH:15][CH:16]=2)[C:12]#[N:13])=[CH:7][N:8]=1.C([O-])([O-])=[O:18].[K+].[K+]. (4) Given the product [C:23]([N:14]1[CH2:15][C@@H:16]([S:7][CH2:6][C:5]2[CH:8]=[CH:9][C:2]([Br:1])=[CH:3][CH:4]=2)[CH2:17][C@H:13]1[C:12]([OH:30])=[O:11])([O:25][C:26]([CH3:29])([CH3:28])[CH3:27])=[O:24], predict the reactants needed to synthesize it. The reactants are: [Br:1][C:2]1[CH:9]=[CH:8][C:5]([CH2:6][SH:7])=[CH:4][CH:3]=1.C[O:11][C:12](=[O:30])[C@@H:13]1[CH2:17][C@@H:16](OS(C)(=O)=O)[CH2:15][N:14]1[C:23]([O:25][C:26]([CH3:29])([CH3:28])[CH3:27])=[O:24].O. (5) Given the product [CH3:24][N:25]([CH2:2][C:3]1[CH:8]=[CH:7][C:6]([B:9]2[O:13][C:12]([CH3:15])([CH3:14])[C:11]([CH3:17])([CH3:16])[O:10]2)=[CH:5][CH:4]=1)[C:20](=[O:21])[CH3:22], predict the reactants needed to synthesize it. The reactants are: Br[CH2:2][C:3]1[CH:8]=[CH:7][C:6]([B:9]2[O:13][C:12]([CH3:15])([CH3:14])[C:11]([CH3:17])([CH3:16])[O:10]2)=[CH:5][CH:4]=1.CO.[C:20](Cl)([CH3:22])=[O:21].[CH3:24][NH2:25]. (6) The reactants are: [Br:1][C:2]1[CH:3]=[CH:4][C:5]([O:8][C:9]2[CH:10]=[C:11]([CH:26]=[CH:27][CH:28]=2)[CH:12]=[C:13]2[CH2:18][CH2:17][N:16](C(OC(C)(C)C)=O)[CH2:15][CH2:14]2)=[N:6][CH:7]=1.[F:29][C:30]([F:35])([F:34])[C:31]([OH:33])=[O:32].C1(C)C=CC=CC=1. Given the product [F:29][C:30]([F:35])([F:34])[C:31]([OH:33])=[O:32].[Br:1][C:2]1[CH:3]=[CH:4][C:5]([O:8][C:9]2[CH:28]=[CH:27][CH:26]=[C:11]([CH:12]=[C:13]3[CH2:14][CH2:15][NH:16][CH2:17][CH2:18]3)[CH:10]=2)=[N:6][CH:7]=1, predict the reactants needed to synthesize it.